This data is from Catalyst prediction with 721,799 reactions and 888 catalyst types from USPTO. The task is: Predict which catalyst facilitates the given reaction. (1) Reactant: Br[C:2]1[C:7]([C:8]([C:10]2[CH:15]=[CH:14][CH:13]=[CH:12][C:11]=2[Cl:16])=[O:9])=[CH:6][CH:5]=[CH:4][N:3]=1.[F:17][C:18]([F:50])([F:49])[C:19]1[CH:20]=[C:21]([CH:42]=[C:43]([C:45]([F:48])([F:47])[F:46])[CH:44]=1)[CH2:22][N:23]1[C:27]([CH3:28])=[C:26]([Sn](CCCC)(CCCC)CCCC)[N:25]=[N:24]1. Product: [F:50][C:18]([F:17])([F:49])[C:19]1[CH:20]=[C:21]([CH:42]=[C:43]([C:45]([F:48])([F:47])[F:46])[CH:44]=1)[CH2:22][N:23]1[C:27]([CH3:28])=[C:26]([C:2]2[C:7]([C:8]([C:10]3[CH:15]=[CH:14][CH:13]=[CH:12][C:11]=3[Cl:16])=[O:9])=[CH:6][CH:5]=[CH:4][N:3]=2)[N:25]=[N:24]1. The catalyst class is: 3. (2) Reactant: [F:1][C:2]([F:28])([F:27])[C:3]1[CH:4]=[C:5]([CH:20]=[C:21]([C:23]([F:26])([F:25])[F:24])[CH:22]=1)[CH2:6][N:7]1[CH2:11][CH2:10][C:9]([CH2:15][CH2:16][CH2:17][OH:18])([CH:12]([CH3:14])[CH3:13])[C:8]1=[O:19].C[N+]1([O-])CCOCC1. Product: [F:28][C:2]([F:1])([F:27])[C:3]1[CH:4]=[C:5]([CH:20]=[C:21]([C:23]([F:24])([F:25])[F:26])[CH:22]=1)[CH2:6][N:7]1[CH2:11][CH2:10][C:9]([CH2:15][CH2:16][CH:17]=[O:18])([CH:12]([CH3:13])[CH3:14])[C:8]1=[O:19]. The catalyst class is: 678.